Dataset: Forward reaction prediction with 1.9M reactions from USPTO patents (1976-2016). Task: Predict the product of the given reaction. (1) Given the reactants Cl[C:2]1[CH:3]=[C:4]([F:36])[C:5]2[N:11]3[CH:12]=[CH:13][CH:14]=[C:10]3[C@@H:9]([CH2:15][CH2:16][N:17]3[CH:21]=[C:20](CC#N)[N:19]=[N:18]3)O[C@H:7]([C:25]3[CH:30]=[CH:29]C=C(OC)[C:26]=3[O:33][CH3:34])[C:6]=2[CH:35]=1.[OH-:37].[Na+].[ClH:39].[CH2:40]([O:42][CH2:43][CH3:44])C.[C:45]([O:48]CC)(=[O:47])[CH3:46], predict the reaction product. The product is: [Cl:39][C:2]1[CH:3]=[C:4]([F:36])[C:5]2[N:11]3[CH:12]=[CH:13][CH:14]=[C:10]3[C@@H:9]([CH2:15][CH2:16][N:17]3[CH:21]=[C:20]([CH2:46][C:45]([OH:48])=[O:47])[N:19]=[N:18]3)[O:37][C@H:7]([C:25]3[CH:30]=[CH:29][CH:44]=[C:43]([O:42][CH3:40])[C:26]=3[O:33][CH3:34])[C:6]=2[CH:35]=1. (2) Given the reactants [CH2:1]([SH:8])[C:2]1[CH:7]=[CH:6][CH:5]=[CH:4][CH:3]=1.[H-].[Na+].[F:11][C:12]1[CH:17]=[CH:16][CH:15]=[C:14](F)[N:13]=1, predict the reaction product. The product is: [CH2:1]([S:8][C:14]1[CH:15]=[CH:16][CH:17]=[C:12]([F:11])[N:13]=1)[C:2]1[CH:7]=[CH:6][CH:5]=[CH:4][CH:3]=1. (3) Given the reactants [ClH:1].Cl.Cl.[Cl:4]C1C=CC(Cl)=C2C=1C=C([C:16]1[C:17]([NH2:33])=[N:18][CH:19]=[C:20]([C:22]3[CH:23]=[N:24][N:25]([CH:27]4[CH2:32][CH2:31][NH:30][CH2:29][CH2:28]4)[CH:26]=3)[CH:21]=1)N=C2.[F:34][C:35]1[CH:44]=[CH:43][C:42]([F:45])=[C:41]2[C:36]=1[CH:37]=[C:38](OS(C(F)(F)F)(=O)=O)[N:39]=[CH:40]2, predict the reaction product. The product is: [ClH:4].[ClH:1].[ClH:4].[F:34][C:35]1[CH:44]=[CH:43][C:42]([F:45])=[C:41]2[C:36]=1[CH:37]=[C:38]([C:16]1[C:17]([NH2:33])=[N:18][CH:19]=[C:20]([C:22]3[CH:23]=[N:24][N:25]([CH:27]4[CH2:28][CH2:29][NH:30][CH2:31][CH2:32]4)[CH:26]=3)[CH:21]=1)[N:39]=[CH:40]2. (4) Given the reactants [OH-].[Na+].O.C([O:6][C:7](=[O:29])[CH2:8][N:9]1[C:17]2[CH2:16][CH2:15][CH2:14][C:13](=[N:18][OH:19])[C:12]=2[C:11]([S:20][C:21]2[CH:26]=[CH:25][C:24]([Cl:27])=[CH:23][CH:22]=2)=[C:10]1[CH3:28])C.C(O)(=O)C, predict the reaction product. The product is: [Cl:27][C:24]1[CH:25]=[CH:26][C:21]([S:20][C:11]2[C:12]3[C:13](=[N:18][OH:19])[CH2:14][CH2:15][CH2:16][C:17]=3[N:9]([CH2:8][C:7]([OH:29])=[O:6])[C:10]=2[CH3:28])=[CH:22][CH:23]=1. (5) The product is: [Cl:1][C:2]1[N:11]=[CH:10][C:9]2[C:8]([NH:30][CH2:29][CH:28]([C:22]3[CH:27]=[CH:26][CH:25]=[CH:24][CH:23]=3)[C:31]3[CH:36]=[CH:35][CH:34]=[CH:33][N:32]=3)=[CH:7][CH:6]=[CH:5][C:4]=2[N:3]=1. Given the reactants [Cl:1][C:2]1[N:11]=[C:10](Cl)[C:9]2[C:4](=[CH:5][CH:6]=[CH:7][CH:8]=2)[N:3]=1.C(N(CC)C(C)C)(C)C.[C:22]1([CH:28]([C:31]2[CH:36]=[CH:35][CH:34]=[CH:33][N:32]=2)[CH2:29][NH2:30])[CH:27]=[CH:26][CH:25]=[CH:24][CH:23]=1, predict the reaction product. (6) Given the reactants ClC1C=C2C(=CC=1)[C@@]1(COC3C=CC(C(O)=O)=CC=3N(C[C@@H]3CC[C@H]3[C@@H](O)/C=C/CCC)C1)CCC2.C[C@@H](CC=C)[C@H](S(N)(=O)=O)C.C[C@@H](CC=C)[C@@H](S(N)(=O)=O)C.[Cl:59][C:60]1[CH:61]=[C:62]2[C:67](=[CH:68][CH:69]=1)[C@@:66]1([CH2:75][O:74][C:73]3[CH:76]=[CH:77][C:78]([C:80]([OH:82])=[O:81])=[CH:79][C:72]=3[N:71]([CH2:83][C@@H:84]3[CH2:87][CH2:86][C@H:85]3[C@@H:88]([OH:100])/[CH:89]=[CH:90]/[CH2:91][C@H:92]([CH3:99])[C@H:93]([S:95](=[O:98])(=[O:97])[NH2:96])[CH3:94])[CH2:70]1)[CH2:65][CH2:64][CH2:63]2, predict the reaction product. The product is: [Cl:59][C:60]1[CH:61]=[C:62]2[C:67](=[CH:68][CH:69]=1)[C@@:66]1([CH2:75][O:74][C:73]3[CH:76]=[CH:77][C:78]([C:80]([OH:82])=[O:81])=[CH:79][C:72]=3[N:71]([CH2:83][C@@H:84]3[CH2:87][CH2:86][C@H:85]3[C@@H:88]([OH:100])/[CH:89]=[CH:90]/[CH2:91][C@H:92]([CH3:99])[C@@H:93]([S:95](=[O:97])(=[O:98])[NH2:96])[CH3:94])[CH2:70]1)[CH2:65][CH2:64][CH2:63]2.